From a dataset of Forward reaction prediction with 1.9M reactions from USPTO patents (1976-2016). Predict the product of the given reaction. (1) Given the reactants Br[C:2]1[CH:3]=[C:4]([N:8]2[CH2:13][CH2:12][O:11][CH2:10][CH2:9]2)[CH:5]=[N:6][CH:7]=1.[CH3:14][C:15]1[N:20]=[CH:19][C:18]([NH2:21])=[CH:17][C:16]=1B1OC(C)(C)C(C)(C)O1, predict the reaction product. The product is: [CH3:14][C:15]1[C:16]([C:2]2[CH:7]=[N:6][CH:5]=[C:4]([N:8]3[CH2:13][CH2:12][O:11][CH2:10][CH2:9]3)[CH:3]=2)=[CH:17][C:18]([NH2:21])=[CH:19][N:20]=1. (2) Given the reactants Br[C:2]1[C:3]([NH2:9])=[N:4][CH:5]=[C:6]([Br:8])[N:7]=1.[CH3:10][C:11]1([CH3:25])[C:15](B2OC(C)(C)C(C)(C)O2)=[CH:14][CH2:13][CH2:12]1.C([O-])([O-])=O.[Cs+].[Cs+], predict the reaction product. The product is: [Br:8][C:6]1[N:7]=[C:2]([C:12]2[C:11]([CH3:25])([CH3:10])[CH2:15][CH2:14][CH:13]=2)[C:3]([NH2:9])=[N:4][CH:5]=1. (3) Given the reactants Cl[C:2]1[C:11]2[C:6](=[C:7]([C:12]([F:15])([F:14])[F:13])[CH:8]=[CH:9][CH:10]=2)[N:5]=[CH:4][C:3]=1[C:16]([C:18]1[CH:23]=[CH:22][CH:21]=[CH:20][CH:19]=1)=[O:17].[F:24][C:25]1[CH:26]=[C:27](B(O)O)[CH:28]=[C:29]([F:31])[CH:30]=1.C(=O)([O-])[O-].[Na+].[Na+].C(O)C, predict the reaction product. The product is: [F:24][C:25]1[CH:26]=[C:27]([C:2]2[C:11]3[C:6](=[C:7]([C:12]([F:15])([F:14])[F:13])[CH:8]=[CH:9][CH:10]=3)[N:5]=[CH:4][C:3]=2[C:16]([C:18]2[CH:23]=[CH:22][CH:21]=[CH:20][CH:19]=2)=[O:17])[CH:28]=[C:29]([F:31])[CH:30]=1. (4) Given the reactants [N+:1]([CH3:4])([O-:3])=[O:2].CN(C)C(=N)N(C)C.Cl[Si:14]([CH3:17])([CH3:16])[CH3:15].N1C=CN=[CH:19]1.[SiH3]C1NC=CN=1.CC[O:31][CH2:32][CH3:33], predict the reaction product. The product is: [CH3:19][C:32]([CH3:33])([O:31][Si:14]([CH3:17])([CH3:16])[CH3:15])[CH2:4][N+:1]([O-:3])=[O:2]. (5) Given the reactants [CH3:1][C:2]1([CH3:37])[CH2:11][C:10]2[N:9]=[C:8]([C:12]3[CH:17]=[CH:16][C:15]([C:18]4([NH:22][C:23](=[O:29])[O:24][C:25]([CH3:28])([CH3:27])[CH3:26])[CH2:21][CH2:20][CH2:19]4)=[CH:14][CH:13]=3)[C:7]([C:30]3[CH:35]=[CH:34][CH:33]=[CH:32][CH:31]=3)=[CH:6][C:5]=2[C:4](=[O:36])[CH2:3]1.CC(C)C(O)=O.[CH3:44][N:45]([CH3:48])[CH:46]=O, predict the reaction product. The product is: [C:25]([O:24][C:23](=[O:29])[NH:22][C:18]1([C:15]2[CH:14]=[CH:13][C:12]([C:8]3[C:7]([C:30]4[CH:35]=[CH:34][CH:33]=[CH:32][CH:31]=4)=[CH:6][C:5]4[C:4](=[O:36])[C:3](=[CH:44][N:45]([CH3:48])[CH3:46])[C:2]([CH3:37])([CH3:1])[CH2:11][C:10]=4[N:9]=3)=[CH:17][CH:16]=2)[CH2:21][CH2:20][CH2:19]1)([CH3:26])([CH3:27])[CH3:28]. (6) Given the reactants [CH3:1][N:2]1[CH2:7][CH2:6][CH2:5][CH2:4][CH:3]1[CH2:8][NH:9][C:10]1[CH:15]=[CH:14][C:13]([NH:16][C:17](=[O:20])[O:18][CH3:19])=[CH:12][C:11]=1[N+:21]([O-])=O, predict the reaction product. The product is: [NH2:21][C:11]1[CH:12]=[C:13]([NH:16][C:17](=[O:20])[O:18][CH3:19])[CH:14]=[CH:15][C:10]=1[NH:9][CH2:8][CH:3]1[CH2:4][CH2:5][CH2:6][CH2:7][N:2]1[CH3:1]. (7) Given the reactants [Cl:1][C:2]1[CH:7]=[CH:6][C:5]([CH:8]([NH:16][C:17]2[CH:26]=[CH:25][CH:24]=[C:23]3[C:18]=2[CH:19]=[CH:20][C:21]([CH3:27])=[N:22]3)[C:9]2([C:12]([F:15])([F:14])[F:13])[CH2:11][O:10]2)=[C:4]([F:28])[C:3]=1[O:29][CH3:30].[CH2:31]([SH:33])[CH3:32].C(=O)([O-])[O-].[Cs+].[Cs+], predict the reaction product. The product is: [Cl:1][C:2]1[CH:7]=[CH:6][C:5]([CH:8]([NH:16][C:17]2[CH:26]=[CH:25][CH:24]=[C:23]3[C:18]=2[CH:19]=[CH:20][C:21]([CH3:27])=[N:22]3)[C:9]([CH2:11][S:33][CH2:31][CH3:32])([C:12]([F:13])([F:15])[F:14])[OH:10])=[C:4]([F:28])[C:3]=1[O:29][CH3:30].